The task is: Predict the reactants needed to synthesize the given product.. This data is from Full USPTO retrosynthesis dataset with 1.9M reactions from patents (1976-2016). Given the product [C:1]([C:4]1[S:5][CH:6]=[C:7]2[C:12]=1[C:11](=[O:13])[N:10]([C:14]1[CH:19]=[C:18]([S:20]([N:23]3[C:32]4[C:27](=[CH:28][CH:29]=[CH:30][CH:31]=4)[CH2:26][CH2:25][CH2:24]3)(=[O:22])=[O:21])[CH:17]=[CH:16][C:15]=1[Cl:33])[C:9](=[O:34])[NH:8]2)(=[O:2])[NH2:37], predict the reactants needed to synthesize it. The reactants are: [C:1]([C:4]1[S:5][CH:6]=[C:7]2[C:12]=1[C:11](=[O:13])[N:10]([C:14]1[CH:19]=[C:18]([S:20]([N:23]3[C:32]4[C:27](=[CH:28][CH:29]=[CH:30][CH:31]=4)[CH2:26][CH2:25][CH2:24]3)(=[O:22])=[O:21])[CH:17]=[CH:16][C:15]=1[Cl:33])[C:9](=[O:34])[NH:8]2)(O)=[O:2].C(N1C=CN=C1)([N:37]1C=CN=C1)=O.N.